Dataset: Full USPTO retrosynthesis dataset with 1.9M reactions from patents (1976-2016). Task: Predict the reactants needed to synthesize the given product. (1) Given the product [CH:2]1([CH2:8][O:9][C:10]2[CH:15]=[CH:14][N:13]([C:16]3[CH:17]=[CH:18][C:19]4[C:20]5[CH2:29][N:28]([CH3:31])[CH2:27][CH2:26][C:21]=5[N:22]([CH3:25])[C:23]=4[CH:24]=3)[C:12](=[O:30])[CH:11]=2)[CH2:3][CH2:4][CH2:5][CH2:6][CH2:7]1, predict the reactants needed to synthesize it. The reactants are: Cl.[CH:2]1([CH2:8][O:9][C:10]2[CH:15]=[CH:14][N:13]([C:16]3[CH:17]=[CH:18][C:19]4[C:20]5[CH2:29][NH:28][CH2:27][CH2:26][C:21]=5[N:22]([CH3:25])[C:23]=4[CH:24]=3)[C:12](=[O:30])[CH:11]=2)[CH2:7][CH2:6][CH2:5][CH2:4][CH2:3]1.[CH2:31](N(CC)CC)C.C=O.[BH-](OC(C)=O)(OC(C)=O)OC(C)=O.[Na+]. (2) Given the product [S-2:1].[Li+:2].[Li+:2].[P:4]12([S:6][P:7]3([S:9][P:10]([S:13][P:14]([S:17]3)([S:16]1)=[S:15])(=[S:11])[S:12]2)=[S:8])=[S:5].[O:22]=[P:21]12[O:20][P:19]3([O:26][P:24]([O:27][P:28]([O:30]3)([O:31]1)=[O:29])(=[O:25])[O:23]2)=[O:18], predict the reactants needed to synthesize it. The reactants are: [S:1]([Li])[Li:2].[P:4]12([S:16][P:14]3([S:17][P:7]([S:9][P:10]([S:13]3)([S:12]1)=[S:11])(=[S:8])[S:6]2)=[S:15])=[S:5].[O:18]=[P:19]12[O:30][P:28]3([O:31][P:21]([O:23][P:24]([O:27]3)([O:26]1)=[O:25])(=[O:22])[O:20]2)=[O:29]. (3) Given the product [C:19]1([C@H:18]([NH:25][NH:26][C:27](=[O:29])[CH3:28])[CH2:3][CH:2]=[CH2:1])[CH:24]=[CH:23][CH:22]=[CH:21][CH:20]=1, predict the reactants needed to synthesize it. The reactants are: [CH2:1]([Si]1(Cl)N(C)[C@@H](C)[C@H](C2C=CC=CC=2)O1)[CH:2]=[CH2:3].[CH:18](=[N:25][NH:26][C:27](=[O:29])[CH3:28])[C:19]1[CH:24]=[CH:23][CH:22]=[CH:21][CH:20]=1.CO. (4) Given the product [F:1][C:2]1[C:21]([F:22])=[CH:20][CH:19]=[CH:18][C:3]=1[CH2:4][N:5]1[C:9]2=[N:10][CH:11]=[CH:12][CH:13]=[C:8]2[C:7]([C:14]2[NH:15][C:30](=[O:31])[O:17][N:16]=2)=[N:6]1, predict the reactants needed to synthesize it. The reactants are: [F:1][C:2]1[C:21]([F:22])=[CH:20][CH:19]=[CH:18][C:3]=1[CH2:4][N:5]1[C:9]2=[N:10][CH:11]=[CH:12][CH:13]=[C:8]2[C:7]([C:14](=[N:16][OH:17])[NH2:15])=[N:6]1.N1C=CC=CC=1.Cl[C:30](OCC(C)C)=[O:31]. (5) Given the product [CH2:30]([O:29][C:21]1[CH:20]=[C:19]([CH:24]=[C:23]([O:25][CH2:26][CH3:27])[C:22]=1[F:28])[CH2:18][N:15]1[CH2:14][CH2:13][CH:12]([NH:11][C:9]2[O:10][C:6]3[CH:5]=[CH:4][C:3]([CH2:2][NH:1][C:35](=[O:36])[C@@H:34]([OH:33])[CH3:38])=[CH:32][C:7]=3[N:8]=2)[CH2:17][CH2:16]1)[CH3:31], predict the reactants needed to synthesize it. The reactants are: [NH2:1][CH2:2][C:3]1[CH:4]=[CH:5][C:6]2[O:10][C:9]([NH:11][CH:12]3[CH2:17][CH2:16][N:15]([CH2:18][C:19]4[CH:24]=[C:23]([O:25][CH2:26][CH3:27])[C:22]([F:28])=[C:21]([O:29][CH2:30][CH3:31])[CH:20]=4)[CH2:14][CH2:13]3)=[N:8][C:7]=2[CH:32]=1.[OH:33][C@@H:34]([CH3:38])[C:35](O)=[O:36].Cl.CN(C)CCCN=C=NCC. (6) Given the product [Cl:1][C:2]1[CH:3]=[C:4]([C:10]2[O:14][N:13]=[C:12]([C:15]3[CH:16]=[C:17]4[C:21](=[CH:22][CH:23]=3)[NH:20][CH2:19][CH2:18]4)[N:11]=2)[CH:5]=[CH:6][C:7]=1[O:8][CH3:9], predict the reactants needed to synthesize it. The reactants are: [Cl:1][C:2]1[CH:3]=[C:4]([C:10]2[O:14][N:13]=[C:12]([C:15]3[CH:16]=[C:17]4[C:21](=[CH:22][CH:23]=3)[NH:20][CH:19]=[CH:18]4)[N:11]=2)[CH:5]=[CH:6][C:7]=1[O:8][CH3:9].C1COCC1.C(C(O)=O)(F)(F)F. (7) The reactants are: [Br:1][CH2:2][CH2:3][CH2:4][CH2:5][CH2:6][CH2:7]OCCCCC1C=CC([N+]([O-])=O)=CC=1.[N+:22]([C:25]1[CH:30]=[CH:29][C:28]([CH2:31][CH2:32][OH:33])=[CH:27][CH:26]=1)([O-:24])=[O:23]. Given the product [Br:1][CH2:2][CH2:3][CH2:4][CH2:5][CH2:6][CH2:7][O:33][CH2:32][CH2:31][C:28]1[CH:27]=[CH:26][C:25]([N+:22]([O-:24])=[O:23])=[CH:30][CH:29]=1, predict the reactants needed to synthesize it.